Dataset: Forward reaction prediction with 1.9M reactions from USPTO patents (1976-2016). Task: Predict the product of the given reaction. (1) Given the reactants FC(F)(F)S(O[C:7]1[CH:12]=[CH:11][CH:10]=[C:9]([N+:13]([O-:15])=[O:14])[C:8]=1[C:16]#[N:17])(=O)=O.[B-](F)(F)(F)[C:21]([CH3:23])=[CH2:22].[K+].C(=O)([O-])[O-].[Cs+].[Cs+], predict the reaction product. The product is: [N+:13]([C:9]1[CH:10]=[CH:11][CH:12]=[C:7]([C:21]([CH3:23])=[CH2:22])[C:8]=1[C:16]#[N:17])([O-:15])=[O:14]. (2) The product is: [NH2:13][O:12][CH2:11][CH2:10][NH:9][S:8]([NH:7][C:6](=[O:26])[O:5][C:1]([CH3:3])([CH3:2])[CH3:4])(=[O:25])=[O:24]. Given the reactants [C:1]([O:5][C:6](=[O:26])[NH:7][S:8](=[O:25])(=[O:24])[NH:9][CH2:10][CH2:11][O:12][N:13]1C(=O)C2C(=CC=CC=2)C1=O)([CH3:4])([CH3:3])[CH3:2].C(Cl)Cl.O.NN, predict the reaction product. (3) The product is: [F:9][C:8]([F:11])([F:10])[C:3]1[CH:4]=[CH:5][CH:6]=[CH:7][C:2]=1[C:2]1[CH:7]=[CH:6][CH:5]=[CH:4][C:3]=1[C:8]([F:11])([F:10])[F:9]. Given the reactants I[C:2]1[CH:7]=[CH:6][CH:5]=[CH:4][C:3]=1[C:8]([F:11])([F:10])[F:9], predict the reaction product.